Dataset: Full USPTO retrosynthesis dataset with 1.9M reactions from patents (1976-2016). Task: Predict the reactants needed to synthesize the given product. (1) Given the product [CH2:20]([C:10]([S:7]([C:1]1[CH:6]=[CH:5][CH:4]=[CH:3][CH:2]=1)(=[O:9])=[O:8])([CH2:17][CH3:18])[C:11]([OH:13])=[O:12])[CH3:21], predict the reactants needed to synthesize it. The reactants are: [C:1]1([S:7]([CH2:10][C:11]([O:13]C)=[O:12])(=[O:9])=[O:8])[CH:6]=[CH:5][CH:4]=[CH:3][CH:2]=1.[H-].[Na+].[CH2:17](Br)[CH3:18].[C:20](O[K])(C)(C)[CH3:21]. (2) Given the product [F:11][C:7]1[CH:8]=[CH:9][CH:10]=[C:2]([F:1])[C:3]=1[C:4](=[O:6])[CH2:28][C:27]([O:33][CH2:34][CH3:35])=[O:32], predict the reactants needed to synthesize it. The reactants are: [F:1][C:2]1[CH:10]=[CH:9][CH:8]=[C:7]([F:11])[C:3]=1[C:4]([OH:6])=O.C(N1C=CN=C1)(N1C=CN=C1)=O.[Cl-].[Mg+2].[Cl-].[C:27]([O:33][CH2:34][CH3:35])(=[O:32])[CH2:28]C([O-])=O.[K+].Cl. (3) Given the product [CH3:37][N:38]([CH3:42])[C:39](=[O:40])[NH:41][C:2]1[CH:7]=[C:6]([O:8][C:9]2[C:14]([F:15])=[CH:13][C:12]([NH:16][C:17]([C:19]3[C:20](=[O:35])[N:21]([C:28]4[CH:29]=[CH:30][C:31]([F:34])=[CH:32][CH:33]=4)[CH:22]=[CH:23][C:24]=3[O:25][CH2:26][CH3:27])=[O:18])=[C:11]([F:36])[CH:10]=2)[CH:5]=[CH:4][N:3]=1, predict the reactants needed to synthesize it. The reactants are: Cl[C:2]1[CH:7]=[C:6]([O:8][C:9]2[C:14]([F:15])=[CH:13][C:12]([NH:16][C:17]([C:19]3[C:20](=[O:35])[N:21]([C:28]4[CH:33]=[CH:32][C:31]([F:34])=[CH:30][CH:29]=4)[CH:22]=[CH:23][C:24]=3[O:25][CH2:26][CH3:27])=[O:18])=[C:11]([F:36])[CH:10]=2)[CH:5]=[CH:4][N:3]=1.[CH3:37][N:38]([CH3:42])[C:39]([NH2:41])=[O:40].C([O-])([O-])=O.[Cs+].[Cs+].CC1(C)C2C(=C(P(C3C=CC=CC=3)C3C=CC=CC=3)C=CC=2)OC2C(P(C3C=CC=CC=3)C3C=CC=CC=3)=CC=CC1=2. (4) Given the product [CH3:1][O:2][C:3]1[CH:4]=[CH:5][C:6]([CH2:7][N:8]2[CH:12]=[C:11]([C:13]([N:15]([O:17][CH3:18])[CH3:16])=[O:14])[C:10]([CH:19]([OH:20])[C:27]([F:30])([F:29])[F:28])=[N:9]2)=[CH:21][CH:22]=1, predict the reactants needed to synthesize it. The reactants are: [CH3:1][O:2][C:3]1[CH:22]=[CH:21][C:6]([CH2:7][N:8]2[CH:12]=[C:11]([C:13]([N:15]([O:17][CH3:18])[CH3:16])=[O:14])[C:10]([CH:19]=[O:20])=[N:9]2)=[CH:5][CH:4]=1.[Si]([C:27]([F:30])([F:29])[F:28])(C)(C)C.CCCC[N+](CCCC)(CCCC)CCCC.[F-]. (5) Given the product [F:1][C:2]1[CH:3]=[CH:4][C:5]([O:6][C:7]2[CH:8]=[CH:9][C:10]([C:13]3[N:18]=[C:17]([C:19]([N:21]4[CH2:26][CH2:25][N:24]([S:39]([C:35]5[CH:36]=[CH:37][CH:38]=[C:33]([S:30]([CH3:29])(=[O:32])=[O:31])[CH:34]=5)(=[O:41])=[O:40])[CH2:23][CH2:22]4)=[O:20])[CH:16]=[CH:15][CH:14]=3)=[CH:11][CH:12]=2)=[CH:27][CH:28]=1, predict the reactants needed to synthesize it. The reactants are: [F:1][C:2]1[CH:28]=[CH:27][C:5]([O:6][C:7]2[CH:12]=[CH:11][C:10]([C:13]3[N:18]=[C:17]([C:19]([N:21]4[CH2:26][CH2:25][NH:24][CH2:23][CH2:22]4)=[O:20])[CH:16]=[CH:15][CH:14]=3)=[CH:9][CH:8]=2)=[CH:4][CH:3]=1.[CH3:29][S:30]([C:33]1[CH:34]=[C:35]([S:39](Cl)(=[O:41])=[O:40])[CH:36]=[CH:37][CH:38]=1)(=[O:32])=[O:31].CCN(C(C)C)C(C)C. (6) Given the product [OH:5][CH2:6][C@H:7]([NH:8][C:14](=[O:15])[O:16][C:17]([CH3:19])([CH3:18])[CH3:20])[CH2:11][O:10][CH3:9], predict the reactants needed to synthesize it. The reactants are: CI.[H-].[Na+].[OH:5][CH2:6][C@@H:7]1[CH2:11][O:10][C:9](C)(C)[N:8]1[C:14]([O:16][C:17]([CH3:20])([CH3:19])[CH3:18])=[O:15].FC(F)(F)C(O)=O. (7) Given the product [C:44]([N:27]1[CH2:28][CH2:29][N:24]([C:23]2[N:15]([CH2:14][CH:11]3[CH2:13][CH2:12]3)[C:16]3[C:21]([N:22]=2)=[C:20]([N:31]2[CH2:36][CH2:35][O:34][CH2:33][CH2:32]2)[N:19]=[C:18]([C:37]2[CH:42]=[N:41][C:40]([NH2:43])=[N:39][CH:38]=2)[N:17]=3)[CH2:25][C@H:26]1[CH3:30])(=[O:46])[CH3:45], predict the reactants needed to synthesize it. The reactants are: C(N(CC)CC)C.C(Cl)Cl.[CH:11]1([CH2:14][N:15]2[C:23]([N:24]3[CH2:29][CH2:28][NH:27][C@H:26]([CH3:30])[CH2:25]3)=[N:22][C:21]3[C:16]2=[N:17][C:18]([C:37]2[CH:38]=[N:39][C:40]([NH2:43])=[N:41][CH:42]=2)=[N:19][C:20]=3[N:31]2[CH2:36][CH2:35][O:34][CH2:33][CH2:32]2)[CH2:13][CH2:12]1.[C:44](OC(=O)C)(=[O:46])[CH3:45]. (8) Given the product [CH2:7]([OH:8])[C@@H:6]([OH:9])[C@@H:2]([OH:1])[CH2:3][CH2:4][OH:5], predict the reactants needed to synthesize it. The reactants are: [OH:1][C@H:2]([C@H:6]([OH:9])[CH2:7][OH:8])[CH2:3][CH:4]=[O:5].[H][H]. (9) Given the product [Cl:14][C:12]1[CH:11]=[CH:10][C:9]([N:15]2[CH:19]=[C:18]([C:20]([O:22][C:23]([CH3:26])([CH3:25])[CH3:24])=[O:21])[N:17]=[N:16]2)=[C:8]([C:35]2[CH:34]=[C:33]3[N:29]([C@H:30]([C:46]([O:48][CH2:49][CH3:50])=[O:47])[CH2:31][CH2:32]3)[C:28](=[O:27])[CH:36]=2)[CH:13]=1, predict the reactants needed to synthesize it. The reactants are: O1CCOCC1.Br[C:8]1[CH:13]=[C:12]([Cl:14])[CH:11]=[CH:10][C:9]=1[N:15]1[CH:19]=[C:18]([C:20]([O:22][C:23]([CH3:26])([CH3:25])[CH3:24])=[O:21])[N:17]=[N:16]1.[O:27]=[C:28]1[CH:36]=[C:35](B2OC(C)(C)C(C)(C)O2)[CH:34]=[C:33]2[N:29]1[C@H:30]([C:46]([O:48][CH2:49][CH3:50])=[O:47])[CH2:31][CH2:32]2.C(=O)([O-])[O-].[Na+].[Na+]. (10) The reactants are: [Cu][C:2]#[N:3].I[C:5]1[CH:11]=[C:10]([CH3:12])[C:9]([CH3:13])=[CH:8][C:6]=1[NH2:7].N.C(Cl)Cl. Given the product [NH2:7][C:6]1[CH:8]=[C:9]([CH3:13])[C:10]([CH3:12])=[CH:11][C:5]=1[C:2]#[N:3], predict the reactants needed to synthesize it.